Dataset: Full USPTO retrosynthesis dataset with 1.9M reactions from patents (1976-2016). Task: Predict the reactants needed to synthesize the given product. (1) Given the product [O:4]1[C:5]2([CH2:10][CH2:9][CH:8]([O:11][C:12]3[N:17]=[C:16]([C:18]([F:20])([F:21])[F:19])[N:15]=[C:14]([C:22](=[O:24])[CH3:23])[CH:13]=3)[CH2:7][CH2:6]2)[O:1][CH2:2][CH2:3]1, predict the reactants needed to synthesize it. The reactants are: [O:1]1[C:5]2([CH2:10][CH2:9][CH:8]([O:11][C:12]3[N:17]=[C:16]([C:18]([F:21])([F:20])[F:19])[N:15]=[C:14]([CH:22]([OH:24])[CH3:23])[CH:13]=3)[CH2:7][CH2:6]2)[O:4][CH2:3][CH2:2]1.CC(OI1(OC(C)=O)(OC(C)=O)OC(=O)C2C=CC=CC1=2)=O. (2) The reactants are: CC1(C)[O:6][C@H:5]([CH2:7][N:8]2[CH:12]=[CH:11][C:10]([NH:13][C:14](=[O:35])[C@@H:15]([N:20]3[CH2:24][C:23]([O:25][C:26]4[CH:31]=[C:30]([CH3:32])[CH:29]=[CH:28][C:27]=4[F:33])=[CH:22][C:21]3=[O:34])[CH2:16][CH:17]([CH3:19])[CH3:18])=[N:9]2)[CH2:4][O:3]1.O.C1(C)C=CC(S(O)(=O)=O)=CC=1. Given the product [OH:6][C@@H:5]([CH2:4][OH:3])[CH2:7][N:8]1[CH:12]=[CH:11][C:10]([NH:13][C:14](=[O:35])[C@@H:15]([N:20]2[CH2:24][C:23]([O:25][C:26]3[CH:31]=[C:30]([CH3:32])[CH:29]=[CH:28][C:27]=3[F:33])=[CH:22][C:21]2=[O:34])[CH2:16][CH:17]([CH3:19])[CH3:18])=[N:9]1, predict the reactants needed to synthesize it. (3) Given the product [CH2:1]([O:3][C:4]([C:6]1[NH:7][C:8]([CH3:21])=[C:9]([C:12]2[CH:13]=[CH:14][C:15]([C:18](=[O:20])[NH:28][C:29]3[CH:36]=[CH:35][CH:34]=[C:31]([C:32]#[N:33])[CH:30]=3)=[CH:16][CH:17]=2)[C:10]=1[CH3:11])=[O:5])[CH3:2], predict the reactants needed to synthesize it. The reactants are: [CH2:1]([O:3][C:4]([C:6]1[NH:7][C:8]([CH3:21])=[C:9]([C:12]2[CH:17]=[CH:16][C:15]([C:18]([OH:20])=O)=[CH:14][CH:13]=2)[C:10]=1[CH3:11])=[O:5])[CH3:2].C(Cl)(=O)C(Cl)=O.[NH2:28][C:29]1[CH:30]=[C:31]([CH:34]=[CH:35][CH:36]=1)[C:32]#[N:33].C(=O)(O)[O-].[Na+]. (4) Given the product [ClH:39].[OH:37][CH2:36][C:35]1[C:30]([O:29][C:26]2[CH:25]=[CH:24][C:23]([CH2:22][C@H:19]([NH:7][CH2:8][C@H:9]([OH:18])[CH2:10][O:11][C:12]3[CH:13]=[CH:14][CH:15]=[CH:16][CH:17]=3)[CH2:20][OH:21])=[CH:28][CH:27]=2)=[N:31][CH:32]=[CH:33][CH:34]=1, predict the reactants needed to synthesize it. The reactants are: C(OC(=O)[N:7]([C@@H:19]([CH2:22][C:23]1[CH:28]=[CH:27][C:26]([O:29][C:30]2[C:35]([CH2:36][OH:37])=[CH:34][CH:33]=[CH:32][N:31]=2)=[CH:25][CH:24]=1)[CH2:20][OH:21])[CH2:8][C@H:9]([OH:18])[CH2:10][O:11][C:12]1[CH:17]=[CH:16][CH:15]=[CH:14][CH:13]=1)(C)(C)C.[ClH:39]. (5) Given the product [Cl:1][C:2]1[CH:10]=[C:9]([Cl:11])[CH:8]=[CH:7][C:3]=1[C:4](=[O:5])[CH2:12][CH2:13][CH3:14], predict the reactants needed to synthesize it. The reactants are: [Cl:1][C:2]1[CH:10]=[C:9]([Cl:11])[CH:8]=[CH:7][C:3]=1[C:4](Cl)=[O:5].[CH2:12]([Mg]Cl)[CH2:13][CH3:14]. (6) Given the product [Cl:36][C:21]1[C:22]([NH:24][C@@H:25]2[CH2:30][CH2:29][CH2:28][CH2:27][C@H:26]2[NH:31][S:32]([CH3:35])(=[O:34])=[O:33])=[N:23][C:18]([NH:14][C:11]2[CH:12]=[CH:13][C:6]3[CH2:5][CH2:4][N:3]([CH2:1][CH3:2])[CH2:9][CH2:8][C:7]=3[C:10]=2[O:15][CH3:16])=[N:19][CH:20]=1, predict the reactants needed to synthesize it. The reactants are: [CH2:1]([N:3]1[CH2:9][CH2:8][C:7]2[C:10]([O:15][CH3:16])=[C:11]([NH2:14])[CH:12]=[CH:13][C:6]=2[CH2:5][CH2:4]1)[CH3:2].Cl[C:18]1[N:23]=[C:22]([NH:24][C@@H:25]2[CH2:30][CH2:29][CH2:28][CH2:27][C@H:26]2[NH:31][S:32]([CH3:35])(=[O:34])=[O:33])[C:21]([Cl:36])=[CH:20][N:19]=1.Cl.O1CCOCC1. (7) Given the product [CH3:1][O:2][C:3]1[CH:14]=[CH:13][CH:12]=[CH:11][C:4]=1[CH2:5][CH:6]([C:9]#[N:10])[C:7]#[N:8], predict the reactants needed to synthesize it. The reactants are: [CH3:1][O:2][C:3]1[CH:14]=[CH:13][CH:12]=[CH:11][C:4]=1[CH:5]=[C:6]([C:9]#[N:10])[C:7]#[N:8].O1CCCC1.[BH4-].[Na+].C(C(CC1C=CC=CC=1OC)(C#N)C#N)C=C. (8) Given the product [CH3:27][N:17]([C@@H:9]1[C:10]2[C:15](=[CH:14][CH:13]=[CH:12][CH:11]=2)[CH2:16][C@@H:8]1[O:7][CH:2]1[CH2:3][CH2:4][CH2:5][CH2:6][O:1]1)[C:18](=[O:24])[O:19][C:20]([CH3:21])([CH3:23])[CH3:22], predict the reactants needed to synthesize it. The reactants are: [O:1]1[CH2:6][CH2:5][CH2:4][CH2:3][CH:2]1[O:7][C@H:8]1[CH2:16][C:15]2[C:10](=[CH:11][CH:12]=[CH:13][CH:14]=2)[C@H:9]1[NH:17][C:18](=[O:24])[O:19][C:20]([CH3:23])([CH3:22])[CH3:21].[H-].[Na+].[CH3:27]I.O. (9) The reactants are: [NH2:1][C:2]1[CH:3]=[C:4]2[C:9](=[CH:10][CH:11]=1)[C:8]([N:12]([C:20]([O:22][C:23]([CH3:26])([CH3:25])[CH3:24])=[O:21])[C:13]([O:15][C:16]([CH3:19])([CH3:18])[CH3:17])=[O:14])=[N:7][CH:6]=[CH:5]2.[F:27][C:28]([C:32]1[C:37]([CH3:38])=[CH:36][C:35](B(O)O)=[CH:34][C:33]=1[CH3:42])([F:31])[CH2:29][OH:30].O.[C:44]([OH:48])(=O)[CH:45]=O.Cl.[Br:50][C:51]1[CH:57]=[CH:56][C:54]([NH2:55])=[CH:53][C:52]=1[CH2:58][NH:59][CH3:60].CCN(C(C)C)C(C)C.CN(C(ON1N=NC2C=CC=NC1=2)=[N+](C)C)C.F[P-](F)(F)(F)(F)F. Given the product [NH2:55][C:54]1[CH:56]=[CH:57][C:51]([Br:50])=[C:52]([CH2:58][N:59]([CH3:60])[C:44]([CH:45]([NH:1][C:2]2[CH:3]=[C:4]3[C:9](=[CH:10][CH:11]=2)[C:8]([N:12]([C:13]([O:15][C:16]([CH3:17])([CH3:18])[CH3:19])=[O:14])[C:20](=[O:21])[O:22][C:23]([CH3:26])([CH3:25])[CH3:24])=[N:7][CH:6]=[CH:5]3)[C:35]2[CH:36]=[C:37]([CH3:38])[C:32]([C:28]([F:31])([F:27])[CH2:29][OH:30])=[C:33]([CH3:42])[CH:34]=2)=[O:48])[CH:53]=1, predict the reactants needed to synthesize it.